This data is from Reaction yield outcomes from USPTO patents with 853,638 reactions. The task is: Predict the reaction yield, written as a fraction of the theoretical maximum amount of product (1.0 means a 100% yield; for example, 0.34 means a 34% yield). (1) The reactants are C[O:2][C:3]([C:5]1[CH:22]=[CH:21][CH:20]=[CH:19][C:6]=1/[CH:7]=[CH:8]/[C@H:9]1[NH:14][CH2:13][C@@H:12]([C:15]([O:17][CH3:18])=[O:16])[CH2:11][CH2:10]1)=O.C[Al](C)C. The catalyst is C(Cl)Cl. The product is [O:2]=[C:3]1[N:14]2[CH2:13][C@H:12]([C:15]([O:17][CH3:18])=[O:16])[CH2:11][CH2:10][C@H:9]2[CH:8]=[CH:7][C:6]2[CH:19]=[CH:20][CH:21]=[CH:22][C:5]1=2. The yield is 0.730. (2) The reactants are [N+:1]([C:4]1[C:13]2[CH2:12][O:11][CH2:10][O:9][C:8]=2[CH:7]=[CH:6][CH:5]=1)([O-:3])=[O:2].BrN1[C:19](=[O:20])[CH2:18]CC1=O.N(C(C)(C)C#N)=NC(C)(C)C#N.[O-]CC.[Na+]. The catalyst is C(Cl)(Cl)(Cl)Cl.C(O)C. The product is [CH2:19]([O:20][CH:12]1[C:13]2[C:4]([N+:1]([O-:3])=[O:2])=[CH:5][CH:6]=[CH:7][C:8]=2[O:9][CH2:10][O:11]1)[CH3:18]. The yield is 0.870. (3) The reactants are [H-].[Na+].[Br:3][C:4]1[S:5][C:6]2[CH2:7][C:8]3[C:14]([C:15]4[CH:20]=[CH:19][C:18]([O:21][CH3:22])=[CH:17][CH:16]=4)=[N:13][NH:12][C:9]=3[C:10]=2[CH:11]=1.[CH3:23][Si:24]([CH2:27][CH2:28][O:29][CH2:30]Cl)([CH3:26])[CH3:25]. The catalyst is C1COCC1. The product is [Br:3][C:4]1[S:5][C:6]2[CH2:7][C:8]3[C:14]([C:15]4[CH:20]=[CH:19][C:18]([O:21][CH3:22])=[CH:17][CH:16]=4)=[N:13][N:12]([CH2:30][O:29][CH2:28][CH2:27][Si:24]([CH3:26])([CH3:25])[CH3:23])[C:9]=3[C:10]=2[CH:11]=1. The yield is 0.750. (4) The reactants are [N:1]1[CH:6]=[CH:5][C:4]([CH2:7][OH:8])=[CH:3][CH:2]=1.[H-].[Na+].[Br:11][C:12]1[CH:17]=[CH:16][C:15]([Br:18])=[CH:14][C:13]=1F. The catalyst is CN1CCCC1=O.CCOC(C)=O. The product is [Br:11][C:12]1[CH:17]=[CH:16][C:15]([Br:18])=[CH:14][C:13]=1[O:8][CH2:7][C:4]1[CH:5]=[CH:6][N:1]=[CH:2][CH:3]=1. The yield is 0.630. (5) The reactants are Cl[C:2]1[CH:11]=[CH:10][C:9]2[N:8]=[CH:7][C:6]3[CH2:12][N:13]([CH3:40])[C:14](=[O:39])[N:15]([C:16]4[CH:21]=[CH:20][C:19]([N:22]5[CH2:27][CH2:26][N:25]([C:28]([O:30][C:31]([CH3:34])([CH3:33])[CH3:32])=[O:29])[CH2:24][CH2:23]5)=[C:18]([C:35]([F:38])([F:37])[F:36])[CH:17]=4)[C:5]=3[C:4]=2[CH:3]=1.[N:41]1[C:50]2[C:45](=[CH:46][CH:47]=[CH:48][CH:49]=2)[CH:44]=[C:43](B(O)O)[CH:42]=1.CC(C1C=C(C(C)C)C(C2C(P(C(C)(C)C)C(C)(C)C)=CC=CC=2)=C(C(C)C)C=1)C.C([O-])([O-])=O.[Na+].[Na+]. The catalyst is O1CCOCC1. The product is [CH3:40][N:13]1[CH2:12][C:6]2[CH:7]=[N:8][C:9]3[CH:10]=[CH:11][C:2]([C:43]4[CH:42]=[N:41][C:50]5[C:45]([CH:44]=4)=[CH:46][CH:47]=[CH:48][CH:49]=5)=[CH:3][C:4]=3[C:5]=2[N:15]([C:16]2[CH:21]=[CH:20][C:19]([N:22]3[CH2:23][CH2:24][N:25]([C:28]([O:30][C:31]([CH3:32])([CH3:33])[CH3:34])=[O:29])[CH2:26][CH2:27]3)=[C:18]([C:35]([F:36])([F:38])[F:37])[CH:17]=2)[C:14]1=[O:39]. The yield is 0.470.